This data is from Catalyst prediction with 721,799 reactions and 888 catalyst types from USPTO. The task is: Predict which catalyst facilitates the given reaction. (1) Reactant: [C:1]1([S:7]([N:10]2[C:14]3=[CH:15][N:16]=[CH:17][C:18]([Br:19])=[C:13]3[CH:12]=[CH:11]2)(=[O:9])=[O:8])[CH:6]=[CH:5][CH:4]=[CH:3][CH:2]=1.[CH:20]([N-]C(C)C)(C)[CH3:21].[Li+].C(I)C. Product: [C:1]1([S:7]([N:10]2[C:14]3=[CH:15][N:16]=[CH:17][C:18]([Br:19])=[C:13]3[CH:12]=[C:11]2[CH2:20][CH3:21])(=[O:9])=[O:8])[CH:2]=[CH:3][CH:4]=[CH:5][CH:6]=1. The catalyst class is: 1. (2) Product: [Cl:18][CH2:19][C:20]1[N:21]([CH2:33][CH2:34][CH2:35][N:7]([CH:1]2[CH2:6][CH2:5][CH2:4][CH2:3][CH2:2]2)[C:8]([NH2:12])=[O:9])[C:22]2[C:31]3[N:30]=[CH:29][CH:28]=[CH:27][C:26]=3[N:25]=[CH:24][C:23]=2[N:32]=1. The catalyst class is: 4. Reactant: [CH:1]1([N:7]=[C:8]=[O:9])[CH2:6][CH2:5][CH2:4][CH2:3][CH2:2]1.C([N:12](CC)CC)C.Cl.[Cl:18][CH2:19][C:20]1[N:21]([CH2:33][CH2:34][CH2:35]N)[C:22]2[C:31]3[N:30]=[CH:29][CH:28]=[CH:27][C:26]=3[N:25]=[CH:24][C:23]=2[N:32]=1. (3) Reactant: Cl[C:2]1[O:3][C:4]2[CH:10]=[CH:9][CH:8]=[CH:7][C:5]=2[N:6]=1.[NH:11]1[CH2:16][CH2:15][NH:14][CH2:13][CH2:12]1.C(N(CC)CC)C. Product: [N:11]1([C:2]2[O:3][C:4]3[CH:10]=[CH:9][CH:8]=[CH:7][C:5]=3[N:6]=2)[CH2:16][CH2:15][NH:14][CH2:13][CH2:12]1. The catalyst class is: 4. (4) Reactant: Cl[CH2:2][C:3]([NH:5][C:6]1[C:27]([OH:28])=[CH:26][C:9]2[C@H:10]([NH:17][CH2:18][CH2:19][C:20]3[CH:25]=[CH:24][CH:23]=[CH:22][CH:21]=3)[C@@H:11]([OH:16])[C:12]([CH3:15])([CH3:14])[O:13][C:8]=2[CH:7]=1)=[O:4].[Cl-].[NH4+]. Product: [OH:16][C@@H:11]1[C@@H:10]([NH:17][CH2:18][CH2:19][C:20]2[CH:25]=[CH:24][CH:23]=[CH:22][CH:21]=2)[C:9]2[CH:26]=[C:27]3[C:6]([NH:5][C:3](=[O:4])[CH2:2][O:28]3)=[CH:7][C:8]=2[O:13][C:12]1([CH3:15])[CH3:14]. The catalyst class is: 273. (5) Reactant: [Cl:1][CH2:2][C:3](=[O:11])[C@H:4]([O:6][Si](C)(C)C)[CH3:5].[F:12][C:13]1[CH:18]=[C:17]([F:19])[CH:16]=[CH:15][C:14]=1[Mg]Br.[Cl-].[NH4+].O. Product: [Cl:1][CH2:2][C:3]([C:16]1[CH:15]=[CH:14][C:13]([F:12])=[CH:18][C:17]=1[F:19])([OH:11])[CH:4]([OH:6])[CH3:5]. The catalyst class is: 1. (6) Reactant: [OH:1][C:2]1[CH:3]=[C:4]2[C:9](=[CH:10][CH:11]=1)[CH2:8][N:7]([CH2:12][C:13]1([NH:21][C:22](=[O:28])[O:23][C:24]([CH3:27])([CH3:26])[CH3:25])[CH2:18][O:17][C:16]([CH3:20])([CH3:19])[O:15][CH2:14]1)[CH2:6][CH2:5]2.Cl[CH2:30][C:31]1[CH:36]=[CH:35][C:34]([C:37]2[CH:42]=[CH:41][CH:40]=[CH:39][C:38]=2[C:43]([F:46])([F:45])[F:44])=[CH:33][CH:32]=1.C([O-])([O-])=O.[Cs+].[Cs+]. Product: [CH3:19][C:16]1([CH3:20])[O:17][CH2:18][C:13]([NH:21][C:22](=[O:28])[O:23][C:24]([CH3:27])([CH3:26])[CH3:25])([CH2:12][N:7]2[CH2:6][CH2:5][C:4]3[C:9](=[CH:10][CH:11]=[C:2]([O:1][CH2:30][C:31]4[CH:32]=[CH:33][C:34]([C:37]5[CH:42]=[CH:41][CH:40]=[CH:39][C:38]=5[C:43]([F:44])([F:45])[F:46])=[CH:35][CH:36]=4)[CH:3]=3)[CH2:8]2)[CH2:14][O:15]1. The catalyst class is: 3.